From a dataset of Reaction yield outcomes from USPTO patents with 853,638 reactions. Predict the reaction yield, written as a fraction of the theoretical maximum amount of product (1.0 means a 100% yield; for example, 0.34 means a 34% yield). (1) The reactants are [Br:1][C:2]1[S:11][C:5]2[N:6]=[CH:7][N:8]=[C:9](Cl)[C:4]=2[C:3]=1[C:12]1[CH:17]=[CH:16][CH:15]=[CH:14][CH:13]=1.C(N(C(C)C)CC)(C)C.[N:27]1([CH2:32][CH2:33][O:34][CH2:35][CH:36]2[CH2:41][CH2:40][NH:39][CH2:38][CH2:37]2)[CH2:31][CH2:30][CH2:29][CH2:28]1. The catalyst is C1COCC1.O. The product is [Br:1][C:2]1[S:11][C:5]2[N:6]=[CH:7][N:8]=[C:9]([N:39]3[CH2:40][CH2:41][CH:36]([CH2:35][O:34][CH2:33][CH2:32][N:27]4[CH2:31][CH2:30][CH2:29][CH2:28]4)[CH2:37][CH2:38]3)[C:4]=2[C:3]=1[C:12]1[CH:17]=[CH:16][CH:15]=[CH:14][CH:13]=1. The yield is 0.660. (2) The reactants are [C:1]1([C:7]2[CH:11]=[C:10]([C:12]([OH:14])=O)[NH:9][N:8]=2)[CH:6]=[CH:5][CH:4]=[CH:3][CH:2]=1.C1C=CC2N(O)N=NC=2C=1.CCN=C=NCCCN(C)C.Cl.[NH2:37][C:38]12[C:56](=[O:57])[C:55]3[C:50](=[CH:51][CH:52]=[CH:53][CH:54]=3)[C:39]1([OH:58])[O:40][C:41]1[CH:46]=[C:45]([CH:47]([CH3:49])[CH3:48])[CH:44]=[CH:43][C:42]=12. The catalyst is C(Cl)Cl.O. The product is [OH:58][C:39]12[C:50]3[C:55](=[CH:54][CH:53]=[CH:52][CH:51]=3)[C:56](=[O:57])[C:38]1([NH:37][C:12]([C:10]1[NH:9][N:8]=[C:7]([C:1]3[CH:2]=[CH:3][CH:4]=[CH:5][CH:6]=3)[CH:11]=1)=[O:14])[C:42]1[CH:43]=[CH:44][C:45]([CH:47]([CH3:49])[CH3:48])=[CH:46][C:41]=1[O:40]2. The yield is 0.500. (3) The reactants are C([O-])([O-])=O.[K+].[K+].[C@@H:7]1([NH2:14])[CH2:12][CH2:11][CH2:10][CH2:9][C@H:8]1[NH2:13].I[C:16]1[CH:17]=[C:18]([CH3:23])[CH:19]=[C:20]([CH3:22])[CH:21]=1. The catalyst is [Cu]I. The product is [CH3:23][C:18]1[CH:17]=[C:16]([NH:13][C@@H:8]2[CH2:9][CH2:10][CH2:11][CH2:12][C@H:7]2[NH2:14])[CH:21]=[C:20]([CH3:22])[CH:19]=1. The yield is 0.410. (4) The reactants are I[C:2]1[C:10]2[C:5](=[N:6][CH:7]=[CH:8][CH:9]=2)[N:4]([Si:11]([CH:18]([CH3:20])[CH3:19])([CH:15]([CH3:17])[CH3:16])[CH:12]([CH3:14])[CH3:13])[CH:3]=1.C([Mg]Cl)(C)C.[Cl:26][C:27]1[N:28]=[C:29]([N:34]([CH2:36][C:37]2[CH:42]=[CH:41][C:40]([Cl:43])=[CH:39][CH:38]=2)[CH3:35])[S:30][C:31]=1[CH:32]=[O:33]. The catalyst is O1CCCC1. The product is [Cl:26][C:27]1[N:28]=[C:29]([N:34]([CH2:36][C:37]2[CH:42]=[CH:41][C:40]([Cl:43])=[CH:39][CH:38]=2)[CH3:35])[S:30][C:31]=1[CH:32]([C:2]1[C:10]2[C:5](=[N:6][CH:7]=[CH:8][CH:9]=2)[N:4]([Si:11]([CH:18]([CH3:20])[CH3:19])([CH:15]([CH3:17])[CH3:16])[CH:12]([CH3:14])[CH3:13])[CH:3]=1)[OH:33]. The yield is 0.600. (5) The reactants are [I:1][C:2]1[CH:3]=[CH:4][C:5]([NH2:8])=[N:6][CH:7]=1.[CH2:9]([N:11]=[C:12]=[O:13])[CH3:10]. The catalyst is N1C=CC=CC=1. The product is [CH2:9]([NH:11][C:12]([NH:8][C:5]1[CH:4]=[CH:3][C:2]([I:1])=[CH:7][N:6]=1)=[O:13])[CH3:10]. The yield is 0.920.